Dataset: Forward reaction prediction with 1.9M reactions from USPTO patents (1976-2016). Task: Predict the product of the given reaction. (1) Given the reactants [OH:1][C:2]1[CH:3]=[C:4]([CH:9]=[CH:10][C:11]=1[N+:12]([O-:14])=[O:13])[C:5]([O:7][CH3:8])=[O:6].O[CH2:16][CH2:17][CH2:18][NH:19][C:20](=[O:26])[O:21][C:22]([CH3:25])([CH3:24])[CH3:23].C1(P(C2C=CC=CC=2)C2C=CC=CC=2)C=CC=CC=1.N(C(OC(C)C)=O)=NC(OC(C)C)=O, predict the reaction product. The product is: [C:22]([O:21][C:20]([NH:19][CH2:18][CH2:17][CH2:16][O:1][C:2]1[CH:3]=[C:4]([CH:9]=[CH:10][C:11]=1[N+:12]([O-:14])=[O:13])[C:5]([O:7][CH3:8])=[O:6])=[O:26])([CH3:25])([CH3:24])[CH3:23]. (2) Given the reactants [Cl:1][C:2]1[CH:3]=[C:4]([CH:8]([N:11]2[CH2:15][CH2:14][CH2:13][CH2:12]2)[C:9]#[N:10])[CH:5]=[CH:6][CH:7]=1.[H][H], predict the reaction product. The product is: [Cl:1][C:2]1[CH:3]=[C:4]([CH:8]([N:11]2[CH2:15][CH2:14][CH2:13][CH2:12]2)[CH2:9][NH2:10])[CH:5]=[CH:6][CH:7]=1.